Dataset: Catalyst prediction with 721,799 reactions and 888 catalyst types from USPTO. Task: Predict which catalyst facilitates the given reaction. Reactant: [CH3:1][NH:2][C:3]1[N:8]=[C:7]([CH2:9][CH2:10][O:11][C:12]2[CH:17]=[CH:16][C:15]([CH2:18][CH:19]([C:25]3[O:26][CH:27]=[CH:28][N:29]=3)[CH2:20][C:21]([O:23]C)=[O:22])=[CH:14][CH:13]=2)[CH:6]=[CH:5][CH:4]=1.[Li+].[OH-]. Product: [CH3:1][NH:2][C:3]1[N:8]=[C:7]([CH2:9][CH2:10][O:11][C:12]2[CH:13]=[CH:14][C:15]([CH2:18][CH:19]([C:25]3[O:26][CH:27]=[CH:28][N:29]=3)[CH2:20][C:21]([OH:23])=[O:22])=[CH:16][CH:17]=2)[CH:6]=[CH:5][CH:4]=1. The catalyst class is: 20.